This data is from Reaction yield outcomes from USPTO patents with 853,638 reactions. The task is: Predict the reaction yield, written as a fraction of the theoretical maximum amount of product (1.0 means a 100% yield; for example, 0.34 means a 34% yield). (1) The reactants are [I-].[CH:2]([P+](C1C=CC=CC=1)(C1C=CC=CC=1)C1C=CC=CC=1)([CH3:4])[CH3:3].[Br:24][C:25]1[CH:37]=[CH:36][C:28]([CH:29]=[CH:30][C:31]([O:33][CH2:34][CH3:35])=[O:32])=[CH:27][CH:26]=1. No catalyst specified. The product is [Br:24][C:25]1[CH:26]=[CH:27][C:28]([C@H:29]2[C@H:30]([C:31]([O:33][CH2:34][CH3:35])=[O:32])[C:2]2([CH3:4])[CH3:3])=[CH:36][CH:37]=1. The yield is 0.540. (2) The reactants are Cl.Cl[CH2:3][C:4]1[CH:13]=[CH:12][C:11]2[C:6](=[CH:7][CH:8]=[CH:9][CH:10]=2)[N:5]=1.[OH:14][C:15]1[CH:36]=[CH:35][C:18]([CH2:19][O:20]/[N:21]=[C:22](/[C:29]2[CH:34]=[CH:33][CH:32]=[CH:31][CH:30]=2)\[CH2:23][CH2:24][C:25]([O:27][CH3:28])=[O:26])=[CH:17][CH:16]=1.C(=O)([O-])[O-].[K+].[K+].CN(C)C=O. The catalyst is C(OCC)(=O)C.CCCCCC.O. The product is [C:29]1(/[C:22](=[N:21]/[O:20][CH2:19][C:18]2[CH:35]=[CH:36][C:15]([O:14][CH2:3][C:4]3[CH:13]=[CH:12][C:11]4[C:6](=[CH:7][CH:8]=[CH:9][CH:10]=4)[N:5]=3)=[CH:16][CH:17]=2)/[CH2:23][CH2:24][C:25]([O:27][CH3:28])=[O:26])[CH:30]=[CH:31][CH:32]=[CH:33][CH:34]=1. The yield is 0.700. (3) The reactants are [CH3:1][C:2]1[CH:11]=[CH:10][C:5]2[N:6]=[C:7]([NH2:9])[S:8][C:4]=2[CH:3]=1.[C:12](N1C=CN=C1)([N:14]1[CH:18]=[CH:17][N:16]=[CH:15]1)=[S:13]. The catalyst is C(#N)C. The product is [CH3:1][C:2]1[CH:11]=[CH:10][C:5]2[N:6]=[C:7]([NH:9][C:12]([N:14]3[CH:18]=[CH:17][N:16]=[CH:15]3)=[S:13])[S:8][C:4]=2[CH:3]=1. The yield is 0.620. (4) The reactants are Br[C:2]1[CH:3]=[CH:4][C:5]([N+:8]([O-:10])=[O:9])=[N:6][CH:7]=1.[O:11]=[C:12]1[NH:17][CH2:16][C@@H:15]2[CH2:18][N:19]([C:21]([O:23][C:24]([CH3:27])([CH3:26])[CH3:25])=[O:22])[CH2:20][C@@H:14]2[CH2:13]1. No catalyst specified. The product is [N+:8]([C:5]1[N:6]=[CH:7][C:2]([N:17]2[C:12](=[O:11])[CH2:13][C@H:14]3[CH2:20][N:19]([C:21]([O:23][C:24]([CH3:27])([CH3:26])[CH3:25])=[O:22])[CH2:18][C@H:15]3[CH2:16]2)=[CH:3][CH:4]=1)([O-:10])=[O:9]. The yield is 0.850. (5) The reactants are [CH3:1][Si:2]([CH3:19])([CH3:18])[CH2:3][CH2:4][O:5][CH2:6][N:7]1[C:15]2[CH:14]=[C:13]([CH:16]=O)[N:12]=[CH:11][C:10]=2[N:9]=[N:8]1.CC1C=CC(S([CH2:30][N+:31]#[C-:32])(=O)=O)=CC=1.[C-]#[N:34].[K+]. The catalyst is CCO. The product is [CH3:1][Si:2]([CH3:19])([CH3:18])[CH2:3][CH2:4][O:5][CH2:6][N:7]1[C:15]2[CH:14]=[C:13]([C:16]3[N:34]=[CH:30][NH:31][CH:32]=3)[N:12]=[CH:11][C:10]=2[N:9]=[N:8]1. The yield is 0.345. (6) The reactants are [C:1]1([C:11](Cl)=[O:12])[C:10]2[C:5](=[CH:6][CH:7]=[CH:8][CH:9]=2)[CH:4]=[CH:3][CH:2]=1.[NH2:14][C:15]1[CH:23]=[CH:22][C:21]([Cl:24])=[CH:20][C:16]=1[C:17](O)=[O:18].C(N(C(C)C)CC)(C)C.CN(C(ON1N=NC2C=CC=NC1=2)=[N+](C)C)C.F[P-](F)(F)(F)(F)F. The catalyst is C(Cl)Cl.CN(C=O)C. The product is [Cl:24][C:21]1[CH:22]=[CH:23][C:15]2[N:14]=[C:11]([C:1]3[C:10]4[C:5](=[CH:6][CH:7]=[CH:8][CH:9]=4)[CH:4]=[CH:3][CH:2]=3)[O:12][C:17](=[O:18])[C:16]=2[CH:20]=1. The yield is 0.990. (7) The reactants are [Cl:1][C:2]1[N:3]=[C:4]([N:11]2[CH2:16][CH2:15][O:14][CH2:13][CH2:12]2)[C:5]2[CH:10]=[CH:9][S:8][C:6]=2[N:7]=1.[Li]CCCC.CN([CH:25]=[O:26])C.Cl. The catalyst is C1COCC1. The product is [Cl:1][C:2]1[N:3]=[C:4]([N:11]2[CH2:16][CH2:15][O:14][CH2:13][CH2:12]2)[C:5]2[CH:10]=[C:9]([CH:25]=[O:26])[S:8][C:6]=2[N:7]=1. The yield is 0.910. (8) The reactants are C(O[C:6](=[O:16])[NH:7][C:8]1[CH:13]=[CH:12][CH:11]=[CH:10][C:9]=1[CH:14]=O)(C)(C)C.[NH2:17][C:18]1[CH:23]=[CH:22][C:21]([CH:24]([CH2:27][NH2:28])[CH2:25][NH2:26])=[C:20]([CH3:29])[CH:19]=1.C(O)(C)(C)C. The catalyst is CN(C)C=O. The product is [NH2:17][C:18]1[CH:23]=[CH:22][C:21]([CH:24]2[CH2:27][N:28]3[C:6](=[O:16])[NH:7][C:8]4[CH:13]=[CH:12][CH:11]=[CH:10][C:9]=4[C:14]3=[N:26][CH2:25]2)=[C:20]([CH3:29])[CH:19]=1. The yield is 0.130. (9) The reactants are Br[CH2:2][C:3]([C:5]1[CH:10]=[CH:9][C:8]([O:11][CH3:12])=[CH:7][C:6]=1[O:13][CH3:14])=[O:4].[C:15]1([OH:21])[CH:20]=[CH:19][CH:18]=[CH:17][CH:16]=1.C([O-])([O-])=O.[K+].[K+]. The catalyst is CC(=O)CC.CCOC(C)=O. The product is [O:21]([CH2:2][C:3]([C:5]1[CH:10]=[CH:9][C:8]([O:11][CH3:12])=[CH:7][C:6]=1[O:13][CH3:14])=[O:4])[C:15]1[CH:20]=[CH:19][CH:18]=[CH:17][CH:16]=1. The yield is 0.840. (10) The catalyst is O. The product is [CH3:1][NH:2][C@@H:3]1[C:8]2[CH:9]=[CH:10][CH:11]=[CH:12][C:7]=2[C@H:6]([C:13]2[CH:14]=[CH:15][C:16]([Cl:20])=[C:17]([Cl:19])[CH:18]=2)[CH2:5][CH2:4]1.[ClH:21]. The yield is 0.960. The reactants are [CH3:1][NH:2][C@@H:3]1[C:8]2[CH:9]=[CH:10][CH:11]=[CH:12][C:7]=2[C@H:6]([C:13]2[CH:14]=[CH:15][C:16]([Cl:20])=[C:17]([Cl:19])[CH:18]=2)[CH2:5][CH2:4]1.[ClH:21].